Dataset: Reaction yield outcomes from USPTO patents with 853,638 reactions. Task: Predict the reaction yield, written as a fraction of the theoretical maximum amount of product (1.0 means a 100% yield; for example, 0.34 means a 34% yield). (1) The reactants are [CH:1]([C:4]1[CH:9]=[CH:8][CH:7]=[CH:6][C:5]=1[NH:10][C:11]([NH:13]/[N:14]=[CH:15]/[C:16]1[CH:21]=[CH:20][C:19]([C:22]2[N:26]=[CH:25][N:24]([C:27]3[CH:32]=[CH:31][C:30]([O:33][C:34]([F:37])([F:36])[F:35])=[CH:29][CH:28]=3)[N:23]=2)=[CH:18][CH:17]=1)=[S:12])([CH3:3])[CH3:2].[C:38](Cl)(=[O:41])[CH:39]=[CH2:40]. The catalyst is CC(=O)CC.C(Cl)Cl. The product is [CH:1]([C:4]1[CH:9]=[CH:8][CH:7]=[CH:6][C:5]=1[N:10]1[C:38](=[O:41])[CH2:39][CH2:40][S:12]/[C:11]/1=[N:13]/[N:14]=[CH:15]\[C:16]1[CH:17]=[CH:18][C:19]([C:22]2[N:26]=[CH:25][N:24]([C:27]3[CH:28]=[CH:29][C:30]([O:33][C:34]([F:37])([F:35])[F:36])=[CH:31][CH:32]=3)[N:23]=2)=[CH:20][CH:21]=1)([CH3:3])[CH3:2]. The yield is 0.230. (2) The reactants are [NH2:1][CH2:2][CH:3]=[C:4]1[C:12]2[C:7](=[CH:8][CH:9]=[C:10]([NH2:15])[C:11]=2[O:13][CH3:14])[CH2:6][CH2:5]1.C(N(CC)CC)C.[C:23](OC(=O)C)(=[O:25])[CH3:24].C(=O)([O-])O.[Na+]. The product is [NH2:15][C:10]1[C:11]([O:13][CH3:14])=[C:12]2[C:7]([CH2:6][CH2:5][C:4]2=[CH:3][CH2:2][NH:1][C:23](=[O:25])[CH3:24])=[CH:8][CH:9]=1. The yield is 0.870. The catalyst is O1CCCC1. (3) The reactants are [Br:1][C:2]1[CH:7]=[CH:6][C:5]([SH:8])=[CH:4][CH:3]=1.[H-].[Na+].Br[CH2:12][CH2:13][O:14][CH3:15]. The catalyst is CN(C=O)C.O. The product is [Br:1][C:2]1[CH:7]=[CH:6][C:5]([S:8][CH2:12][CH2:13][O:14][CH3:15])=[CH:4][CH:3]=1. The yield is 0.830. (4) The reactants are [CH3:1][C:2]1[C:7]2[C:8]([CH2:11][N:12]3[C:16]4[CH:17]=[CH:18][CH:19]=[CH:20][C:15]=4[N:14]=[C:13]3[S:21][CH2:22][CH2:23][CH2:24][C:25]([OH:27])=[O:26])=[CH:9][S:10][C:6]=2[CH:5]=[CH:4][CH:3]=1.C(O)(=O)C.[ClH:32]. The catalyst is CC(=O)CC. The product is [ClH:32].[CH3:1][C:2]1[C:7]2[C:8]([CH2:11][N:12]3[C:16]4[CH:17]=[CH:18][CH:19]=[CH:20][C:15]=4[N:14]=[C:13]3[S:21][CH2:22][CH2:23][CH2:24][C:25]([OH:27])=[O:26])=[CH:9][S:10][C:6]=2[CH:5]=[CH:4][CH:3]=1. The yield is 0.920. (5) The reactants are [C:1]1([S:7]([C:10]2[CH:11]=[C:12]([N:16]3[CH2:21][CH2:20][N:19](C(OC(C)(C)C)=O)[CH2:18][CH2:17]3)[CH:13]=[CH:14][CH:15]=2)(=[O:9])=[O:8])[CH:6]=[CH:5][CH:4]=[CH:3][CH:2]=1. The catalyst is O1CCOCC1.Cl. The product is [C:1]1([S:7]([C:10]2[CH:11]=[C:12]([N:16]3[CH2:21][CH2:20][NH:19][CH2:18][CH2:17]3)[CH:13]=[CH:14][CH:15]=2)(=[O:9])=[O:8])[CH:2]=[CH:3][CH:4]=[CH:5][CH:6]=1. The yield is 0.960. (6) The reactants are C(#N)C.I(O)(=O)(=O)=[O:5].[CH3:9][O:10][C:11]([C:13]1[CH:17]=[C:16]([CH2:18][CH2:19][CH2:20][CH2:21][OH:22])[S:15][CH:14]=1)=[O:12]. The product is [CH3:9][O:10][C:11]([C:13]1[CH:17]=[C:16]([CH2:18][CH2:19][CH2:20][C:21]([OH:5])=[O:22])[S:15][CH:14]=1)=[O:12]. The catalyst is CCOC(C)=O.C1C=C[NH+]=CC=1.[O-][Cr](Cl)(=O)=O. The yield is 0.990. (7) The reactants are [Cl:1][C:2]1[CH:28]=[CH:27][C:5]2[C:6](=[O:26])[N:7]=[C:8]([C:10]3[CH:15]=[C:14]([CH2:16][CH2:17][NH:18]C(=O)OC(C)(C)C)[CH:13]=[CH:12][N:11]=3)[S:9][C:4]=2[CH:3]=1.[F:29][C:30]([F:35])([F:34])[C:31]([OH:33])=[O:32]. No catalyst specified. The product is [F:29][C:30]([F:35])([F:34])[C:31]([OH:33])=[O:32].[NH2:18][CH2:17][CH2:16][C:14]1[CH:13]=[CH:12][N:11]=[C:10]([C:8]2[S:9][C:4]3[CH:3]=[C:2]([Cl:1])[CH:28]=[CH:27][C:5]=3[C:6](=[O:26])[N:7]=2)[CH:15]=1. The yield is 0.890. (8) The reactants are C([O:7][C:8]1[C:9]([CH3:28])=[C:10]2[N:15]([CH:16]=1)[N:14]=[CH:13][N:12]=[C:11]2[O:17][C:18]1[CH:23]=[CH:22][C:21]([N+:24]([O-:26])=[O:25])=[CH:20][C:19]=1[F:27])(=O)C(C)(C)C.[OH-].[Na+].Cl. The catalyst is C(O)C. The product is [F:27][C:19]1[CH:20]=[C:21]([N+:24]([O-:26])=[O:25])[CH:22]=[CH:23][C:18]=1[O:17][C:11]1[C:10]2=[C:9]([CH3:28])[C:8]([OH:7])=[CH:16][N:15]2[N:14]=[CH:13][N:12]=1. The yield is 0.530. (9) The reactants are [Cl:1][C:2]1[CH:3]=[C:4]([CH2:8][N:9](C(=O)C(F)(F)F)[C:10]2[CH:19]=[C:18]([C:20]3[C:29]4[C:24](=[CH:25][C:26]([O:35][CH2:36][CH3:37])=[C:27]5[O:32][C:31]([CH3:34])([CH3:33])[CH2:30][C:28]5=4)[CH2:23][C:22]([CH3:39])([CH3:38])[N:21]=3)[CH:17]=[CH:16][C:11]=2[C:12]([O:14][CH3:15])=[O:13])[CH:5]=[CH:6][CH:7]=1.C(=O)([O-])[O-].[K+].[K+]. The catalyst is CO. The product is [Cl:1][C:2]1[CH:3]=[C:4]([CH2:8][NH:9][C:10]2[CH:19]=[C:18]([C:20]3[C:29]4[C:24](=[CH:25][C:26]([O:35][CH2:36][CH3:37])=[C:27]5[O:32][C:31]([CH3:34])([CH3:33])[CH2:30][C:28]5=4)[CH2:23][C:22]([CH3:38])([CH3:39])[N:21]=3)[CH:17]=[CH:16][C:11]=2[C:12]([O:14][CH3:15])=[O:13])[CH:5]=[CH:6][CH:7]=1. The yield is 0.750. (10) The reactants are [OH-].[K+].[CH2:3]([C:5]1([CH2:9][OH:10])[CH2:8][O:7][CH2:6]1)[CH3:4].[CH2:11](Br)[CH:12]=[CH2:13]. The catalyst is [Br-].C([N+](CCCC)(CCCC)CCCC)CCC.O. The product is [CH2:13]([O:10][CH2:9][C:5]1([CH2:3][CH3:4])[CH2:8][O:7][CH2:6]1)[CH:12]=[CH2:11]. The yield is 0.890.